This data is from Catalyst prediction with 721,799 reactions and 888 catalyst types from USPTO. The task is: Predict which catalyst facilitates the given reaction. (1) Reactant: [NH:1]1[CH2:6][CH2:5][CH:4]([C:7]2[C:15]3[C:10](=[C:11]([C:21]([NH2:23])=[O:22])[CH:12]=[C:13]([C:16]4[CH:17]=[N:18][NH:19][CH:20]=4)[CH:14]=3)[NH:9][N:8]=2)[CH2:3][CH2:2]1.C(N(C(C)C)CC)(C)C.[CH3:33][N:34]1[CH:38]=[C:37]([S:39](Cl)(=[O:41])=[O:40])[N:36]=[C:35]1[CH3:43]. Product: [CH3:33][N:34]1[CH:38]=[C:37]([S:39]([N:1]2[CH2:2][CH2:3][CH:4]([C:7]3[C:15]4[C:10](=[C:11]([C:21]([NH2:23])=[O:22])[CH:12]=[C:13]([C:16]5[CH:17]=[N:18][NH:19][CH:20]=5)[CH:14]=4)[NH:9][N:8]=3)[CH2:5][CH2:6]2)(=[O:41])=[O:40])[N:36]=[C:35]1[CH3:43]. The catalyst class is: 142. (2) Reactant: Cl.[NH2:2][C@H:3]([CH2:10][C:11]1[CH:16]=[CH:15][C:14]([C:17]2[CH:22]=[CH:21][CH:20]=[C:19]([Cl:23])[CH:18]=2)=[CH:13][CH:12]=1)[CH2:4][C:5]([O:7]CC)=[O:6].[N:24]([CH2:27][C:28]([O:30]CC)=[O:29])=[C:25]=[O:26].N1C=CC=CC=1.[OH-].[Na+].Cl. Product: [C:28]([CH2:27][NH:24][C:25](=[O:26])[NH:2][C@H:3]([CH2:10][C:11]1[CH:12]=[CH:13][C:14]([C:17]2[CH:22]=[CH:21][CH:20]=[C:19]([Cl:23])[CH:18]=2)=[CH:15][CH:16]=1)[CH2:4][C:5]([OH:7])=[O:6])([OH:30])=[O:29]. The catalyst class is: 3. (3) Reactant: [NH2:1][C:2]1[CH:3]=[C:4]([C:8](=[O:10])[CH3:9])[CH:5]=[CH:6][CH:7]=1.[CH2:11]([O:13][C:14](=[O:28])[CH:15]([C:20](=O)[C:21]1[CH:26]=[CH:25][CH:24]=[CH:23][CH:22]=1)[CH2:16][C:17](=O)[CH3:18])[CH3:12].CC1C=CC(S(O)(=O)=O)=CC=1. Product: [CH2:11]([O:13][C:14]([C:15]1[CH:16]=[C:17]([CH3:18])[N:1]([C:2]2[CH:7]=[CH:6][CH:5]=[C:4]([C:8](=[O:10])[CH3:9])[CH:3]=2)[C:20]=1[C:21]1[CH:22]=[CH:23][CH:24]=[CH:25][CH:26]=1)=[O:28])[CH3:12]. The catalyst class is: 8. (4) Reactant: [CH3:1][C:2]1[CH:14]=[C:13]([C:15]#[C:16][Si](C)(C)C)[CH:12]=[CH:11][C:3]=1[C:4]([O:6][C:7]([CH3:10])([CH3:9])[CH3:8])=[O:5].C(=O)([O-])[O-].[K+].[K+].O. The catalyst class is: 5. Product: [C:15]([C:13]1[CH:12]=[CH:11][C:3]([C:4]([O:6][C:7]([CH3:8])([CH3:9])[CH3:10])=[O:5])=[C:2]([CH3:1])[CH:14]=1)#[CH:16]. (5) Reactant: [Br:1][C:2]1[CH:7]=[CH:6][N:5]=[C:4]([NH2:8])[CH:3]=1.C[Si]([N-][Si](C)(C)C)(C)C.[Na+].[C:19]([O:23][C:24](O[C:24]([O:23][C:19]([CH3:22])([CH3:21])[CH3:20])=[O:25])=[O:25])([CH3:22])([CH3:21])[CH3:20]. Product: [Br:1][C:2]1[CH:7]=[CH:6][N:5]=[C:4]([NH:8][C:24](=[O:25])[O:23][C:19]([CH3:22])([CH3:21])[CH3:20])[CH:3]=1. The catalyst class is: 7. (6) Reactant: Cl[C:2]1[N:7]=[CH:6][C:5]([C:8]([NH:10][CH2:11][CH2:12][C:13]2[CH:18]=[CH:17][C:16]([Cl:19])=[CH:15][C:14]=2[Cl:20])=[O:9])=[CH:4][CH:3]=1.[N-:21]=[N+:22]=[N-:23].[Na+].C(OCC)(=O)C. Product: [N:21]([C:2]1[N:7]=[CH:6][C:5]([C:8]([NH:10][CH2:11][CH2:12][C:13]2[CH:18]=[CH:17][C:16]([Cl:19])=[CH:15][C:14]=2[Cl:20])=[O:9])=[CH:4][CH:3]=1)=[N+:22]=[N-:23]. The catalyst class is: 16. (7) Reactant: [CH3:1][O-:2].[Na+].Cl[C:5]1[C:10]([CH:11]=[CH:12][O:13][CH3:14])=[C:9]([O:15][CH3:16])[CH:8]=[CH:7][N:6]=1.O. Product: [CH3:1][O:2][C:5]1[C:10]([CH:11]=[CH:12][O:13][CH3:14])=[C:9]([O:15][CH3:16])[CH:8]=[CH:7][N:6]=1. The catalyst class is: 13.